From a dataset of Reaction yield outcomes from USPTO patents with 853,638 reactions. Predict the reaction yield, written as a fraction of the theoretical maximum amount of product (1.0 means a 100% yield; for example, 0.34 means a 34% yield). (1) The reactants are [Br:1][CH:2]([CH2:6][CH:7]1[CH2:11][CH2:10][CH2:9][CH2:8]1)[C:3](Cl)=[O:4].CN1CCOCC1.[N:19]1[CH:24]=[CH:23][N:22]=[CH:21][C:20]=1[NH2:25]. The catalyst is O1CCCC1. The product is [Br:1][CH:2]([CH2:6][CH:7]1[CH2:11][CH2:10][CH2:9][CH2:8]1)[C:3]([NH:25][C:20]1[CH:21]=[N:22][CH:23]=[CH:24][N:19]=1)=[O:4]. The yield is 0.240. (2) The reactants are COC(=O)C1C=CC(CBr)=CC=1.[CH3:13][O:14][C:15](=[O:47])[C:16]1[CH:21]=[CH:20][C:19]([CH2:22][N:23]2[CH:27]=[C:26]([C:28]3[CH:33]=[CH:32][C:31]([Cl:34])=[CH:30][C:29]=3[Cl:35])[N:25]=[C:24]2/[CH:36]=[CH:37]/[C:38]2[CH:43]=[C:42](Br)[CH:41]=[CH:40][C:39]=2[O:45][CH3:46])=[CH:18][CH:17]=1.[OH:48][C:49]1[CH:54]=[CH:53][C:52](B(O)O)=[CH:51][CH:50]=1. No catalyst specified. The product is [CH3:13][O:14][C:15](=[O:47])[C:16]1[CH:21]=[CH:20][C:19]([CH2:22][N:23]2[CH:27]=[C:26]([C:28]3[CH:33]=[CH:32][C:31]([Cl:34])=[CH:30][C:29]=3[Cl:35])[N:25]=[C:24]2/[CH:36]=[CH:37]/[C:38]2[CH:43]=[C:42]([C:52]3[CH:53]=[CH:54][C:49]([OH:48])=[CH:50][CH:51]=3)[CH:41]=[CH:40][C:39]=2[O:45][CH3:46])=[CH:18][CH:17]=1. The yield is 0.500. (3) The reactants are [C:1]([O:5][C:6]([N:8]1[CH2:13][CH2:12][NH:11][C@H:10]([C:14]([OH:16])=[O:15])[CH2:9]1)=[O:7])([CH3:4])([CH3:3])[CH3:2].C(=O)([O-])[O-].[K+].[K+].[C:23](Cl)(=[O:39])[O:24][CH2:25][CH:26]1[C:38]2[CH:37]=[CH:36][CH:35]=[CH:34][C:33]=2[C:32]2[C:27]1=[CH:28][CH:29]=[CH:30][CH:31]=2. The catalyst is O1CCOCC1.O. The product is [CH:37]1[C:38]2[CH:26]([CH2:25][O:24][C:23]([N:11]3[CH2:12][CH2:13][N:8]([C:6]([O:5][C:1]([CH3:4])([CH3:2])[CH3:3])=[O:7])[CH2:9][C@H:10]3[C:14]([OH:16])=[O:15])=[O:39])[C:27]3[C:32](=[CH:31][CH:30]=[CH:29][CH:28]=3)[C:33]=2[CH:34]=[CH:35][CH:36]=1. The yield is 0.300. (4) The reactants are [C:1]([C:4]1[CH:5]=[N:6][N:7]2[C:12]([C:13]3[CH:18]=[CH:17][C:16]([Cl:19])=[CH:15][C:14]=3[F:20])=[C:11]([C:21]3[CH:26]=[CH:25][CH:24]=[CH:23][C:22]=3[Cl:27])[CH:10]=[N:9][C:8]=12)(O)=[O:2].[NH2:28][C:29]1([C:37]([O:39][CH3:40])=[O:38])[CH2:34][CH2:33][S:32](=[O:36])(=[O:35])[CH2:31][CH2:30]1. No catalyst specified. The product is [Cl:19][C:16]1[CH:17]=[CH:18][C:13]([C:12]2[N:7]3[N:6]=[CH:5][C:4]([C:1](=[O:2])[NH:28][C:29]4([C:37]([O:39][CH3:40])=[O:38])[CH2:34][CH2:33][S:32](=[O:36])(=[O:35])[CH2:31][CH2:30]4)=[C:8]3[N:9]=[CH:10][C:11]=2[C:21]2[CH:26]=[CH:25][CH:24]=[CH:23][C:22]=2[Cl:27])=[C:14]([F:20])[CH:15]=1. The yield is 0.790.